Dataset: Catalyst prediction with 721,799 reactions and 888 catalyst types from USPTO. Task: Predict which catalyst facilitates the given reaction. Reactant: [CH2:1]([O:3][C:4](=[O:15])[C:5]1[CH:10]=[CH:9][C:8]([NH:11][CH:12]2[CH2:14][CH2:13]2)=[N:7][CH:6]=1)[CH3:2].CN(C)C=O.[H-].[Na+].[CH2:23](I)[CH3:24]. Product: [CH2:1]([O:3][C:4](=[O:15])[C:5]1[CH:10]=[CH:9][C:8]([N:11]([CH:12]2[CH2:13][CH2:14]2)[CH2:23][CH3:24])=[N:7][CH:6]=1)[CH3:2]. The catalyst class is: 7.